From a dataset of Catalyst prediction with 721,799 reactions and 888 catalyst types from USPTO. Predict which catalyst facilitates the given reaction. Reactant: [SH:1][C:2]1[N:7]=[C:6]2[CH2:8][CH2:9][CH2:10][CH2:11][CH2:12][C:5]2=[C:4]([C:13]2[S:14][CH:15]=[CH:16][CH:17]=2)[C:3]=1[C:18]#[N:19].Br[CH2:21][C:22]([O:24][C:25]([CH3:28])([CH3:27])[CH3:26])=[O:23].C(N(CC)CC)C.C[O-].[Na+]. Product: [NH2:19][C:18]1[C:3]2[C:4]([C:13]3[S:14][CH:15]=[CH:16][CH:17]=3)=[C:5]3[CH2:12][CH2:11][CH2:10][CH2:9][CH2:8][C:6]3=[N:7][C:2]=2[S:1][C:21]=1[C:22]([O:24][C:25]([CH3:28])([CH3:27])[CH3:26])=[O:23]. The catalyst class is: 8.